From a dataset of Catalyst prediction with 721,799 reactions and 888 catalyst types from USPTO. Predict which catalyst facilitates the given reaction. Reactant: [NH2:1][CH:2]1[CH2:7][CH2:6][N:5]([C:8]([O:10][CH2:11][C:12]2[CH:17]=[CH:16][CH:15]=[CH:14][CH:13]=2)=[O:9])[CH2:4][CH2:3]1.[CH:18]1([N:24]=[C:25]=[O:26])[CH2:23][CH2:22][CH2:21][CH2:20][CH2:19]1.[C:27](Cl)(=[O:32])[CH2:28][C:29](Cl)=[O:30]. The catalyst class is: 22. Product: [CH:18]1([N:24]2[C:29](=[O:30])[CH2:28][C:27](=[O:32])[N:1]([CH:2]3[CH2:3][CH2:4][N:5]([C:8]([O:10][CH2:11][C:12]4[CH:17]=[CH:16][CH:15]=[CH:14][CH:13]=4)=[O:9])[CH2:6][CH2:7]3)[C:25]2=[O:26])[CH2:23][CH2:22][CH2:21][CH2:20][CH2:19]1.